This data is from Peptide-MHC class II binding affinity with 134,281 pairs from IEDB. The task is: Regression. Given a peptide amino acid sequence and an MHC pseudo amino acid sequence, predict their binding affinity value. This is MHC class II binding data. The peptide sequence is KKITKVIMGAVLIWVGI. The MHC is HLA-DQA10201-DQB10301 with pseudo-sequence HLA-DQA10201-DQB10301. The binding affinity (normalized) is 0.469.